This data is from Full USPTO retrosynthesis dataset with 1.9M reactions from patents (1976-2016). The task is: Predict the reactants needed to synthesize the given product. (1) Given the product [NH:19]1[C:27]2[C:22](=[CH:23][CH:24]=[CH:25][CH:26]=2)[CH:21]=[C:20]1[C:28]([N:3]1[CH2:7][CH2:6][CH2:5][C@@H:4]1[CH2:8][O:9][C:10]1[C:11]([C:16]([NH2:18])=[O:17])=[N:12][CH:13]=[CH:14][CH:15]=1)=[O:29], predict the reactants needed to synthesize it. The reactants are: Cl.Cl.[NH:3]1[CH2:7][CH2:6][CH2:5][C@@H:4]1[CH2:8][O:9][C:10]1[C:11]([C:16]([NH2:18])=[O:17])=[N:12][CH:13]=[CH:14][CH:15]=1.[NH:19]1[C:27]2[C:22](=[CH:23][CH:24]=[CH:25][CH:26]=2)[CH:21]=[C:20]1[C:28](O)=[O:29].C(N(CC)CC)C.F[P-](F)(F)(F)(F)F.C[N+](C)=C(N(C)C)ON1C2C=CC=CC=2N=N1. (2) Given the product [CH:28]([C:11]1[C:12]2[C:13](=[N:14][CH:15]=[CH:16][C:17]=2[C:18]2[CH:19]=[N:20][C:21]3[C:26]([CH:27]=2)=[CH:25][CH:24]=[CH:23][CH:22]=3)[N:9]([C:6]2[CH:7]=[CH:8][C:3]([C:1]#[N:2])=[C:4]([NH:31][CH:32]3[CH2:33][CH2:34][NH:35][CH2:36][CH2:37]3)[CH:5]=2)[N:10]=1)([CH3:30])[CH3:29], predict the reactants needed to synthesize it. The reactants are: [C:1]([C:3]1[CH:8]=[CH:7][C:6]([N:9]2[C:13]3=[N:14][CH:15]=[CH:16][C:17]([C:18]4[CH:19]=[N:20][C:21]5[C:26]([CH:27]=4)=[CH:25][CH:24]=[CH:23][CH:22]=5)=[C:12]3[C:11]([CH:28]([CH3:30])[CH3:29])=[N:10]2)=[CH:5][C:4]=1[NH:31][CH:32]1[CH2:37][CH2:36][N:35](C(OC(C)(C)C)=O)[CH2:34][CH2:33]1)#[N:2].C(Cl)(Cl)Cl.O.C(=O)(O)[O-].[Na+]. (3) Given the product [NH2:29][C:20](=[O:22])[C@H:9]([NH:8][C:1](=[O:2])[O:3][C:4]([CH3:5])([CH3:6])[CH3:7])[CH2:10][C:11]1[C:19]2[C:14](=[CH:15][CH:16]=[CH:17][CH:18]=2)[NH:13][CH:12]=1, predict the reactants needed to synthesize it. The reactants are: [C:1]([NH:8][C@@H:9]([C:20]([OH:22])=O)[CH2:10][C:11]1[C:19]2[C:14](=[CH:15][CH:16]=[CH:17][CH:18]=2)[NH:13][CH:12]=1)([O:3][C:4]([CH3:7])([CH3:6])[CH3:5])=[O:2].C1C=C2[N:29]=NN(O)C2=CC=1.O.C(Cl)CCl.[NH4+].[OH-]. (4) Given the product [CH3:42][C:39]([O:38][C:36]([N:21]([C:19]([O:18][C:15]([CH3:14])([CH3:17])[CH3:16])=[O:20])[C:22]1[CH:32]=[C:31]([CH2:33][N:1]2[CH2:5][CH2:4][C@@H:3]([NH:6][C:7]([O:8][C:9]([CH3:10])([CH3:12])[CH3:11])=[O:13])[CH2:2]2)[C:30]([Br:35])=[CH:29][C:23]=1[C:24]([O:26][CH2:27][CH3:28])=[O:25])=[O:37])([CH3:40])[CH3:41], predict the reactants needed to synthesize it. The reactants are: [NH:1]1[CH2:5][CH2:4][C@@H:3]([NH:6][C:7](=[O:13])[O:8][C:9]([CH3:12])([CH3:11])[CH3:10])[CH2:2]1.[CH3:14][C:15]([O:18][C:19]([N:21]([C:36]([O:38][C:39]([CH3:42])([CH3:41])[CH3:40])=[O:37])[C:22]1[CH:32]=[C:31]([CH2:33]Br)[C:30]([Br:35])=[CH:29][C:23]=1[C:24]([O:26][CH2:27][CH3:28])=[O:25])=[O:20])([CH3:17])[CH3:16].C(=O)([O-])[O-].[K+].[K+].O. (5) Given the product [ClH:43].[O:3]1[C:8]2[CH:9]=[CH:10][C:11]([CH2:13][NH:14][CH:22]3[CH2:27][CH2:26][N:25]([CH2:28][CH2:29][N:30]4[C:39]5[C:34](=[C:35]([O:40][CH3:41])[CH:36]=[CH:37][CH:38]=5)[CH:33]=[CH:32][C:31]4=[O:42])[CH2:24][CH2:23]3)=[CH:12][C:7]=2[O:6][CH2:5][CH2:4]1, predict the reactants needed to synthesize it. The reactants are: CO.[O:3]1[C:8]2[CH:9]=[CH:10][C:11]([CH2:13][N:14]([CH:22]3[CH2:27][CH2:26][N:25]([CH2:28][CH2:29][N:30]4[C:39]5[C:34](=[C:35]([O:40][CH3:41])[CH:36]=[CH:37][CH:38]=5)[CH:33]=[CH:32][C:31]4=[O:42])[CH2:24][CH2:23]3)C(=O)OC(C)(C)C)=[CH:12][C:7]=2[O:6][CH2:5][CH2:4]1.[ClH:43].C(OCC)(=O)C. (6) Given the product [Br:1][C:2]1[CH:3]=[C:4]([F:12])[C:5]([C:6]([O:8][CH3:14])=[O:7])=[C:9]([F:11])[CH:10]=1, predict the reactants needed to synthesize it. The reactants are: [Br:1][C:2]1[CH:10]=[C:9]([F:11])[C:5]([C:6]([OH:8])=[O:7])=[C:4]([F:12])[CH:3]=1.Cl.[CH3:14]O. (7) Given the product [N+:19]([C:14]1[CH:15]=[CH:16][CH:17]=[CH:18][C:13]=1[N:1]1[CH2:6][CH2:5][CH2:4][CH2:3][CH2:2]1)([O-:21])=[O:20], predict the reactants needed to synthesize it. The reactants are: [NH:1]1[CH2:6][CH2:5][CH2:4][CH2:3][CH2:2]1.CN(C)C=O.F[C:13]1[CH:18]=[CH:17][CH:16]=[CH:15][C:14]=1[N+:19]([O-:21])=[O:20]. (8) Given the product [C:73]([CH2:72][C:46]1[N:47]([C:65]2[CH:66]=[CH:67][C:68]([O:8][CH:5]3[CH2:6][CH2:7][C:2]([CH3:9])([CH3:1])[CH2:3][CH2:4]3)=[CH:69][CH:70]=2)[C:48]2[C:53]([C:45]=1[C:43]([OH:44])=[O:42])=[CH:52][C:51]([O:54][C:55]1[CH:60]=[CH:59][C:58]([O:61][CH:62]([CH3:64])[CH3:63])=[CH:57][CH:56]=1)=[CH:50][CH:49]=2)([OH:75])=[O:74], predict the reactants needed to synthesize it. The reactants are: [CH3:1][C:2]1([CH3:9])[CH2:7][CH2:6][CH:5]([OH:8])[CH2:4][CH2:3]1.C1(P(C2C=CC=CC=2)C2C=CC=CC=2)C=CC=CC=1.CCOC(/N=N/C(OCC)=O)=O.C[O:42][C:43]([C:45]1[C:53]2[C:48](=[CH:49][CH:50]=[C:51]([O:54][C:55]3[CH:60]=[CH:59][C:58]([O:61][CH:62]([CH3:64])[CH3:63])=[CH:57][CH:56]=3)[CH:52]=2)[N:47]([C:65]2[CH:70]=[CH:69][C:68](O)=[CH:67][CH:66]=2)[C:46]=1[CH2:72][C:73]([O:75]C)=[O:74])=[O:44]. (9) Given the product [Br:12][CH2:9][C:6]1[CH:7]=[CH:8][C:3]([C:1]#[CH:2])=[CH:4][CH:5]=1, predict the reactants needed to synthesize it. The reactants are: [C:1]([C:3]1[CH:8]=[CH:7][C:6]([CH2:9]O)=[CH:5][CH:4]=1)#[CH:2].P(Br)(Br)[Br:12].